Dataset: Full USPTO retrosynthesis dataset with 1.9M reactions from patents (1976-2016). Task: Predict the reactants needed to synthesize the given product. Given the product [C:10]([C:9]1[CH:12]=[CH:13][C:6]([O:5][CH2:4][C@H:3]([OH:14])[CH2:2][NH:1][C:23](=[O:24])[O:22][CH2:15][C:16]2[CH:21]=[CH:20][CH:19]=[CH:18][CH:17]=2)=[CH:7][CH:8]=1)#[N:11], predict the reactants needed to synthesize it. The reactants are: [NH2:1][CH2:2][C@@H:3]([OH:14])[CH2:4][O:5][C:6]1[CH:13]=[CH:12][C:9]([C:10]#[N:11])=[CH:8][CH:7]=1.[CH2:15]([O:22][C:23](ON1C(=O)CCC1=O)=[O:24])[C:16]1[CH:21]=[CH:20][CH:19]=[CH:18][CH:17]=1.